This data is from Full USPTO retrosynthesis dataset with 1.9M reactions from patents (1976-2016). The task is: Predict the reactants needed to synthesize the given product. (1) Given the product [Cl:25][C:26]1[N:27]=[CH:28][C:29]2[C:34]([CH:35]=1)=[CH:33][C:32]([C:36]([NH:2][CH3:1])=[O:38])=[CH:31][CH:30]=2, predict the reactants needed to synthesize it. The reactants are: [CH3:1][N:2](C(ON1N=NC2C=CC=NC1=2)=[N+](C)C)C.F[P-](F)(F)(F)(F)F.[Cl:25][C:26]1[N:27]=[CH:28][C:29]2[C:34]([CH:35]=1)=[CH:33][C:32]([C:36]([OH:38])=O)=[CH:31][CH:30]=2.CCN(C(C)C)C(C)C.Cl.CN. (2) Given the product [CH:19]1([NH:22][C:23]([C:24]2[CH:29]=[C:28]([C:2]3[CH:7]=[CH:6][C:5]([C:8]4[O:9][C:10]([CH2:13][N:14]5[CH2:18][CH2:17][CH2:16][CH2:15]5)=[N:11][N:12]=4)=[CH:4][CH:3]=3)[C:27]([CH3:30])=[CH:26][CH:25]=2)=[O:40])[CH2:20][CH2:21]1, predict the reactants needed to synthesize it. The reactants are: I[C:2]1[CH:7]=[CH:6][C:5]([C:8]2[O:9][C:10]([CH2:13][N:14]3[CH2:18][CH2:17][CH2:16][CH2:15]3)=[N:11][N:12]=2)=[CH:4][CH:3]=1.[CH:19]1([NH:22][C:23](=[O:40])[C:24]2[CH:29]=[CH:28][C:27]([CH3:30])=[C:26](B3OC(C)(C)C(C)(C)O3)[CH:25]=2)[CH2:21][CH2:20]1. (3) Given the product [F:1][C:2]1[CH:7]=[CH:6][C:5]([C:8]2[N:9]([CH2:31][CH2:32][C@@H:33]([OH:45])[CH2:34][C@@H:35]([OH:44])[CH2:36][C:37]([OH:39])=[O:38])[C:10]([CH:28]([CH3:30])[CH3:29])=[C:11]([C:19](=[O:27])[NH:20][C:21]3[CH:26]=[CH:25][CH:24]=[CH:23][CH:22]=3)[C:12]=2[C:13]2[CH:18]=[CH:17][CH:16]=[CH:15][CH:14]=2)=[CH:4][CH:3]=1, predict the reactants needed to synthesize it. The reactants are: [F:1][C:2]1[CH:7]=[CH:6][C:5]([C:8]2[N:9]([CH2:31][CH2:32][C@@H:33]([OH:45])[CH2:34][C@@H:35]([OH:44])[CH2:36][C:37]([O:39]C(C)(C)C)=[O:38])[C:10]([CH:28]([CH3:30])[CH3:29])=[C:11]([C:19](=[O:27])[NH:20][C:21]3[CH:26]=[CH:25][CH:24]=[CH:23][CH:22]=3)[C:12]=2[C:13]2[CH:18]=[CH:17][CH:16]=[CH:15][CH:14]=2)=[CH:4][CH:3]=1.[OH-].[K+].CO.O.Cl.CC(O)C. (4) Given the product [NH:24]1[C:32]2[C:27](=[C:28]([C:2]3[CH:3]=[C:4]([N:8]4[C:16]5[CH:15]=[CH:14][C:13]([CH3:17])=[CH:12][C:11]=5[C:10]5[CH2:18][N:19]([CH3:22])[CH2:20][CH2:21][C:9]4=5)[CH:5]=[CH:6][CH:7]=3)[CH:29]=[CH:30][CH:31]=2)[CH:26]=[N:25]1, predict the reactants needed to synthesize it. The reactants are: Br[C:2]1[CH:3]=[C:4]([N:8]2[C:16]3[CH:15]=[CH:14][C:13]([CH3:17])=[CH:12][C:11]=3[C:10]3[CH2:18][N:19]([CH3:22])[CH2:20][CH2:21][C:9]2=3)[CH:5]=[CH:6][CH:7]=1.Cl.[NH:24]1[C:32]2[CH:31]=[CH:30][CH:29]=[C:28](B(O)O)[C:27]=2[CH:26]=[N:25]1.C([O-])([O-])=O.[K+].[K+].O. (5) Given the product [CH3:1][O:2][C:3]1[CH:12]=[C:11]2[C:6]([C:7]([Cl:13])=[CH:8][CH:9]=[N:10]2)=[CH:5][C:4]=1[C:14]([NH2:18])=[O:15], predict the reactants needed to synthesize it. The reactants are: [CH3:1][O:2][C:3]1[CH:12]=[C:11]2[C:6]([C:7]([Cl:13])=[CH:8][CH:9]=[N:10]2)=[CH:5][C:4]=1[C:14](Cl)=[O:15].O.[NH3:18].O. (6) Given the product [CH3:21][O:22][C:23]1[N:28]=[CH:27][C:26]([C:2]2[CH:20]=[CH:19][C:5]3[N:6]=[C:7]([C@H:9]4[CH2:12][C@@H:11]([N:13]5[CH2:14][CH2:15][CH2:16][CH2:17]5)[CH2:10]4)[S:8][C:4]=3[CH:3]=2)=[CH:25][N:24]=1, predict the reactants needed to synthesize it. The reactants are: Br[C:2]1[CH:20]=[CH:19][C:5]2[N:6]=[C:7]([C@H:9]3[CH2:12][C@H:11]([N:13]4[CH2:17][CH2:16][CH2:15][C@H:14]4C)[CH2:10]3)[S:8][C:4]=2[CH:3]=1.[CH3:21][O:22][C:23]1[N:28]=[CH:27][C:26](B(O)O)=[CH:25][N:24]=1.N1C=C(B(O)O)C=NC=1.